Task: Predict the reactants needed to synthesize the given product.. Dataset: Full USPTO retrosynthesis dataset with 1.9M reactions from patents (1976-2016) (1) Given the product [NH2:22][C:19]1[N:18]=[CH:17][C:16]([N:13]2[CH2:12][CH2:11][CH:10]([CH2:9][NH:8][C:41]3[N:40]=[CH:39][C:38]([C:36]#[N:37])=[CH:55][C:42]=3[C:43]([NH:45][C@H:46]([C:48]3[CH:53]=[CH:52][C:51]([F:54])=[CH:50][CH:49]=3)[CH3:47])=[O:44])[CH2:15][CH2:14]2)=[N:30][CH:27]=1, predict the reactants needed to synthesize it. The reactants are: C(O)(C(F)(F)F)=O.[NH2:8][CH2:9][CH:10]1[CH2:15][CH2:14][N:13]([C:16]2[CH:17]=[N:18][C:19]([NH2:22])=NC=2)[CH2:12][CH2:11]1.CS(C)=O.[CH:27]([N:30](CC)C(C)C)(C)C.[C:36]([C:38]1[CH:39]=[N:40][C:41](F)=[C:42]([CH:55]=1)[C:43]([NH:45][C@H:46]([C:48]1[CH:53]=[CH:52][C:51]([F:54])=[CH:50][CH:49]=1)[CH3:47])=[O:44])#[N:37]. (2) Given the product [CH2:1]([O:8][C:9]1[CH:10]=[C:11]2[C:16](=[CH:17][CH:18]=1)[C:15](=[O:19])[N:14]([CH2:20][CH:21]([CH3:22])[CH3:23])[C:13]([C:24]([O:26][CH3:27])=[O:25])=[C:12]2[C:40]1[CH:41]=[CH:42][C:37]([CH3:36])=[CH:38][CH:39]=1)[C:2]1[CH:7]=[CH:6][CH:5]=[CH:4][CH:3]=1, predict the reactants needed to synthesize it. The reactants are: [CH2:1]([O:8][C:9]1[CH:10]=[C:11]2[C:16](=[CH:17][CH:18]=1)[C:15](=[O:19])[N:14]([CH2:20][CH:21]([CH3:23])[CH3:22])[C:13]([C:24]([O:26][CH3:27])=[O:25])=[C:12]2OS(C(F)(F)F)(=O)=O)[C:2]1[CH:7]=[CH:6][CH:5]=[CH:4][CH:3]=1.[CH3:36][C:37]1[CH:42]=[CH:41][C:40](B(O)O)=[CH:39][CH:38]=1.C(=O)([O-])[O-].[Na+].[Na+].CO. (3) Given the product [CH:58]1([C@H:47]2[C@H:46]([CH3:61])[C@@H:45]([NH:44][C:36]3[C:41]([O:42][CH3:43])=[CH:40][CH:39]=[CH:38][N:37]=3)[C:54]3[C:49](=[CH:50][CH:51]=[CH:52][CH:53]=3)[N:48]2[C:55](=[O:57])[CH3:56])[CH2:59][CH2:60]1, predict the reactants needed to synthesize it. The reactants are: CN(C1C(C2C(P(C3CCCCC3)C3CCCCC3)=CC=CC=2)=CC=CC=1)C.CC(C)([O-])C.[Na+].Br[C:36]1[C:41]([O:42][CH3:43])=[CH:40][CH:39]=[CH:38][N:37]=1.[NH2:44][C@H:45]1[C:54]2[C:49](=[CH:50][CH:51]=[CH:52][CH:53]=2)[N:48]([C:55](=[O:57])[CH3:56])[C@@H:47]([CH:58]2[CH2:60][CH2:59]2)[C@@H:46]1[CH3:61]. (4) Given the product [CH3:68][C:57]1[C:58]([C:61]2[CH:66]=[C:65]([CH3:67])[CH:64]=[CH:63][N:62]=2)=[N:59][C:60]2[C:55]([C:56]=1[NH:69][C:70]1[CH:71]=[N:72][CH:73]=[C:74]([N:76]3[CH2:81][CH2:80][O:79][CH2:78][CH2:77]3)[CH:75]=1)=[CH:54][CH:53]=[CH:52][C:51]=2[C:48]#[N:49], predict the reactants needed to synthesize it. The reactants are: C1(P(C2CCCCC2)C2C=CC=CC=2C2C(C(C)C)=CC(C(C)C)=CC=2C(C)C)CCCCC1.C([Sn]([C:48]#[N:49])(CCCC)CCCC)CCC.Cl[C:51]1[CH:52]=[CH:53][CH:54]=[C:55]2[C:60]=1[N:59]=[C:58]([C:61]1[CH:66]=[C:65]([CH3:67])[CH:64]=[CH:63][N:62]=1)[C:57]([CH3:68])=[C:56]2[NH:69][C:70]1[CH:71]=[N:72][CH:73]=[C:74]([N:76]2[CH2:81][CH2:80][O:79][CH2:78][CH2:77]2)[CH:75]=1.CC(C)([O-])C.[Na+]. (5) Given the product [F:14][C:5]1[CH:6]=[C:7]([NH:17][CH3:16])[C:8]([N+:10]([O-:12])=[O:11])=[CH:9][C:4]=1[C:3]([OH:2])=[O:15], predict the reactants needed to synthesize it. The reactants are: C[O:2][C:3](=[O:15])[C:4]1[CH:9]=[C:8]([N+:10]([O-:12])=[O:11])[C:7](F)=[CH:6][C:5]=1[F:14].[CH3:16][NH2:17].